Predict the reaction yield, written as a fraction of the theoretical maximum amount of product (1.0 means a 100% yield; for example, 0.34 means a 34% yield). From a dataset of Reaction yield outcomes from USPTO patents with 853,638 reactions. (1) The reactants are C([O-])(=O)C.[NH4+:5].C1(C)C(C)=CC=CC=1.[S:14]1[CH:18]=[CH:17][CH:16]=[C:15]1[CH:19]1[C:23](=O)[CH2:22][NH:21][C:20]1=[O:25]. The catalyst is O. The product is [NH2:5][C:23]1[CH2:22][NH:21][C:20](=[O:25])[C:19]=1[C:15]1[S:14][CH:18]=[CH:17][CH:16]=1. The yield is 0.990. (2) The reactants are Br[C:2]1[CH:7]=[CH:6][C:5]([CH2:8][NH:9][C:10]([CH:12]2[CH2:17][CH2:16][CH2:15][CH:14]([NH:18][C:19]3[N:24]=[C:23]([CH3:25])[N:22]=[C:21]([NH:26][CH3:27])[N:20]=3)[CH2:13]2)=[O:11])=[C:4]([O:28][C:29]([F:32])([F:31])[F:30])[CH:3]=1.[NH:33]1[CH2:38][CH2:37][O:36][CH2:35][CH2:34]1.C1C=CC(P(C2C(C3C(P(C4C=CC=CC=4)C4C=CC=CC=4)=CC=C4C=3C=CC=C4)=C3C(C=CC=C3)=CC=2)C2C=CC=CC=2)=CC=1.C(=O)([O-])[O-].[Cs+].[Cs+]. The catalyst is O1CCOCC1.C1C=CC(/C=C/C(/C=C/C2C=CC=CC=2)=O)=CC=1.C1C=CC(/C=C/C(/C=C/C2C=CC=CC=2)=O)=CC=1.C1C=CC(/C=C/C(/C=C/C2C=CC=CC=2)=O)=CC=1.[Pd].[Pd]. The product is [CH3:25][C:23]1[N:22]=[C:21]([NH:26][CH3:27])[N:20]=[C:19]([NH:18][CH:14]2[CH2:15][CH2:16][CH2:17][CH:12]([C:10]([NH:9][CH2:8][C:5]3[CH:6]=[CH:7][C:2]([N:33]4[CH2:38][CH2:37][O:36][CH2:35][CH2:34]4)=[CH:3][C:4]=3[O:28][C:29]([F:32])([F:31])[F:30])=[O:11])[CH2:13]2)[N:24]=1. The yield is 0.190. (3) The reactants are [Br:1][C:2]1[N:6]=[C:5]([CH:7]([OH:9])[CH3:8])[N:4]([CH3:10])[N:3]=1.N1C=CC=CC=1.CC(OI1(OC(C)=O)(OC(C)=O)OC(=O)C2C=CC=CC1=2)=O. The catalyst is ClCCl. The product is [Br:1][C:2]1[N:6]=[C:5]([C:7](=[O:9])[CH3:8])[N:4]([CH3:10])[N:3]=1. The yield is 0.584. (4) The reactants are FC(F)(F)C(O)=O.C(OC(=O)[NH:14][CH:15]1[CH2:20][CH2:19][N:18]([CH:21]2[CH2:34][C:33]3[C:32]4[C:27](=[CH:28][CH:29]=[C:30]([O:35][CH3:36])[CH:31]=4)[N:26]=[CH:25][C:24]=3[O:23][CH2:22]2)[CH2:17][CH2:16]1)(C)(C)C. The catalyst is ClCCl. The product is [CH3:36][O:35][C:30]1[CH:31]=[C:32]2[C:27](=[CH:28][CH:29]=1)[N:26]=[CH:25][C:24]1[O:23][CH2:22][CH:21]([N:18]3[CH2:17][CH2:16][CH:15]([NH2:14])[CH2:20][CH2:19]3)[CH2:34][C:33]2=1. The yield is 0.840. (5) The reactants are [CH3:1][C@H:2]1[CH2:7][NH:6][C@H:5]([CH3:8])[CH2:4][N:3]1[C:9]([O:11][CH2:12][CH3:13])=[O:10].[CH2:14](Br)[CH:15]=[CH2:16].C(=O)([O-])[O-].[Na+].[Na+]. The catalyst is C(#N)C. The product is [CH2:16]([N:6]1[C@H:5]([CH3:8])[CH2:4][N:3]([C:9]([O:11][CH2:12][CH3:13])=[O:10])[C@@H:2]([CH3:1])[CH2:7]1)[CH:15]=[CH2:14]. The yield is 0.810. (6) The reactants are Cl.[CH3:2][O:3][C:4]1[CH:5]=[C:6]2[C:11](=[CH:12][CH:13]=1)[C:10]([C:14]1[CH:27]=[CH:26][C:17]([O:18][CH2:19][CH2:20][N:21]3[CH2:25][CH2:24][CH2:23][CH2:22]3)=[CH:16][CH:15]=1)=[C:9]([C:28]1[CH:33]=[CH:32][CH:31]=[CH:30][CH:29]=1)[CH2:8][CH2:7]2. The catalyst is C(O)C.[OH-].[OH-].[Pd+2]. The product is [CH3:2][O:3][C:4]1[CH:5]=[C:6]2[C:11](=[CH:12][CH:13]=1)[C@@H:10]([C:14]1[CH:27]=[CH:26][C:17]([O:18][CH2:19][CH2:20][N:21]3[CH2:25][CH2:24][CH2:23][CH2:22]3)=[CH:16][CH:15]=1)[C@@H:9]([C:28]1[CH:33]=[CH:32][CH:31]=[CH:30][CH:29]=1)[CH2:8][CH2:7]2. The yield is 0.930.